From a dataset of Forward reaction prediction with 1.9M reactions from USPTO patents (1976-2016). Predict the product of the given reaction. (1) Given the reactants [Br:1][Si](C)(C)C.[CH2:6]([C:13]1[S:17][C:16](Cl)=[N:15][CH:14]=1)[C:7]1[CH:12]=[CH:11][CH:10]=[CH:9][CH:8]=1, predict the reaction product. The product is: [CH2:6]([C:13]1[S:17][C:16]([Br:1])=[N:15][CH:14]=1)[C:7]1[CH:12]=[CH:11][CH:10]=[CH:9][CH:8]=1. (2) Given the reactants [C:1](=[S:3])=S.[NH2:4][C:5]1[CH:10]=[CH:9][C:8]([CH2:11][C:12]([OH:14])=[O:13])=[CH:7][CH:6]=1.C(N(CC)CC)C.II.Cl.S([O-])([O-])=O.[Na+].[Na+], predict the reaction product. The product is: [N:4]([C:5]1[CH:6]=[CH:7][C:8]([CH2:11][C:12]([OH:14])=[O:13])=[CH:9][CH:10]=1)=[C:1]=[S:3]. (3) Given the reactants [CH3:1][O:2][C:3](=[O:29])[CH2:4][C:5]1[CH:10]=[CH:9][C:8]([C:11]#[C:12][C:13]2[CH:14]=[C:15]3[C:20](=[C:21]([CH2:23]O)[CH:22]=2)[O:19][C:18]([CH3:26])([CH3:25])[CH2:17][C:16]3([CH3:28])[CH3:27])=[CH:7][CH:6]=1.C1(P(C2C=CC=CC=2)C2C=CC=CC=2)C=CC=CC=1.[Br:49]N1C(=O)CCC1=O, predict the reaction product. The product is: [CH3:1][O:2][C:3](=[O:29])[CH2:4][C:5]1[CH:10]=[CH:9][C:8]([C:11]#[C:12][C:13]2[CH:14]=[C:15]3[C:20](=[C:21]([CH2:23][Br:49])[CH:22]=2)[O:19][C:18]([CH3:26])([CH3:25])[CH2:17][C:16]3([CH3:28])[CH3:27])=[CH:7][CH:6]=1. (4) Given the reactants [OH:1][C:2]1[C:7]([CH3:8])=[CH:6][C:5]([CH2:9][CH2:10][C:11]([C:13]2[S:14][C:15]([CH3:24])=[C:16]3[CH2:21][C:20]([CH3:23])([CH3:22])[CH2:19][CH2:18][C:17]=23)=[O:12])=[CH:4][C:3]=1[CH3:25].[CH2:26]([CH:28]1[O:30][CH2:29]1)Cl, predict the reaction product. The product is: [CH3:8][C:7]1[CH:6]=[C:5]([CH2:9][CH2:10][C:11]([C:13]2[S:14][C:15]([CH3:24])=[C:16]3[CH2:21][C:20]([CH3:22])([CH3:23])[CH2:19][CH2:18][C:17]=23)=[O:12])[CH:4]=[C:3]([CH3:25])[C:2]=1[O:1][CH2:26][CH:28]1[CH2:29][O:30]1.